From a dataset of NCI-60 drug combinations with 297,098 pairs across 59 cell lines. Regression. Given two drug SMILES strings and cell line genomic features, predict the synergy score measuring deviation from expected non-interaction effect. Drug 1: C1CCC(CC1)NC(=O)N(CCCl)N=O. Drug 2: C1CCC(C(C1)N)N.C(=O)(C(=O)[O-])[O-].[Pt+4]. Cell line: NCI-H522. Synergy scores: CSS=18.7, Synergy_ZIP=-7.99, Synergy_Bliss=-3.59, Synergy_Loewe=-1.31, Synergy_HSA=-0.762.